Predict the product of the given reaction. From a dataset of Forward reaction prediction with 1.9M reactions from USPTO patents (1976-2016). (1) The product is: [Cl:36][C:19]1[C:20]([NH:22][C:23]2[C:28]([O:29][CH:30]3[CH2:34][CH2:33][O:32][CH2:31]3)=[CH:27][CH:26]=[CH:25][C:24]=2[F:35])=[N:21][C:16]([NH:1][C:2]2[CH:3]=[CH:4][C:5]3[N:11]([CH3:12])[C:10](=[O:13])[O:9][CH2:8][CH2:7][C:6]=3[CH:14]=2)=[N:17][CH:18]=1. Given the reactants [NH2:1][C:2]1[CH:3]=[CH:4][C:5]2[N:11]([CH3:12])[C:10](=[O:13])[O:9][CH2:8][CH2:7][C:6]=2[CH:14]=1.Cl[C:16]1[N:21]=[C:20]([NH:22][C:23]2[C:28]([O:29][CH:30]3[CH2:34][CH2:33][O:32][CH2:31]3)=[CH:27][CH:26]=[CH:25][C:24]=2[F:35])[C:19]([Cl:36])=[CH:18][N:17]=1, predict the reaction product. (2) The product is: [NH2:56][C:53]1[CH:54]=[CH:55][C:50]([C:49]([NH2:48])=[O:59])=[C:51]([O:57][CH3:58])[CH:52]=1. Given the reactants C1CCC(N=C=NC2CCCCC2)CC1.O(C1C=C(C=CC=1)C(O)=O)C1C=CC=CC=1.C1C=CC2N(O)N=NC=2C=1.CN(CCC[NH:48][C:49](=[O:59])[C:50]1[CH:55]=[CH:54][C:53]([NH2:56])=[CH:52][C:51]=1[O:57][CH3:58])C.C(O)C(N)(CO)CO, predict the reaction product. (3) Given the reactants C([O:3][C:4](=[O:39])[CH2:5][N:6]([S:27]([N:30]1[C:38]2[C:33](=[CH:34][CH:35]=[CH:36][CH:37]=2)[CH2:32][CH2:31]1)(=[O:29])=[O:28])[CH2:7][C:8]1[CH:13]=[CH:12][C:11]([O:14][CH2:15][C:16]2[N:17]=[C:18]([C:22]3[S:23][CH:24]=[CH:25][CH:26]=3)[O:19][C:20]=2[CH3:21])=[CH:10][CH:9]=1)C.O.[OH-].[Li+], predict the reaction product. The product is: [N:30]1([S:27]([N:6]([CH2:5][C:4]([OH:39])=[O:3])[CH2:7][C:8]2[CH:13]=[CH:12][C:11]([O:14][CH2:15][C:16]3[N:17]=[C:18]([C:22]4[S:23][CH:24]=[CH:25][CH:26]=4)[O:19][C:20]=3[CH3:21])=[CH:10][CH:9]=2)(=[O:29])=[O:28])[C:38]2[C:33](=[CH:34][CH:35]=[CH:36][CH:37]=2)[CH2:32][CH2:31]1. (4) Given the reactants [CH3:1][O:2][C:3]1[CH:4]=[C:5]([CH:8]=[CH:9][C:10]=1[O:11][CH3:12])[CH:6]=O.[CH3:13][Si]([N-][Si](C)(C)C)(C)C.[Li+].C[Mg]Br.[NH4+:26].[Cl-:27], predict the reaction product. The product is: [ClH:27].[CH3:1][O:2][C:3]1[CH:4]=[C:5]([CH:8]=[CH:9][C:10]=1[O:11][CH3:12])[CH:6]([NH2:26])[CH3:13]. (5) Given the reactants I[C:2]1[C:7]([CH3:8])=[CH:6][C:5]([NH:9][C:10]([CH2:12][CH2:13][N:14]2[CH2:19][CH2:18][CH:17]([O:20][C:21](=[O:35])[NH:22][C:23]3[CH:28]=[CH:27][CH:26]=[CH:25][C:24]=3[C:29]3[CH:34]=[CH:33][CH:32]=[CH:31][CH:30]=3)[CH2:16][CH2:15]2)=[O:11])=[C:4]([CH3:36])[CH:3]=1.CN(C)[CH:39]=[O:40].C1(P(C2C=CC=CC=2)CCCP(C2C=CC=CC=2)C2C=CC=CC=2)C=CC=CC=1.II.C[C:74](O)=[O:75], predict the reaction product. The product is: [CH3:74][O:75][C:39](=[O:40])[C:2]1[CH:3]=[C:4]([CH3:36])[C:5]([NH:9][C:10](=[O:11])[CH2:12][CH2:13][N:14]2[CH2:19][CH2:18][CH:17]([O:20][C:21](=[O:35])[NH:22][C:23]3[CH:28]=[CH:27][CH:26]=[CH:25][C:24]=3[C:29]3[CH:30]=[CH:31][CH:32]=[CH:33][CH:34]=3)[CH2:16][CH2:15]2)=[CH:6][C:7]=1[CH3:8].